From a dataset of Full USPTO retrosynthesis dataset with 1.9M reactions from patents (1976-2016). Predict the reactants needed to synthesize the given product. Given the product [CH3:1][N:26]([CH3:27])[CH2:59][CH2:58][O:57][C:38]1[CH:33]=[CH:34][C:35]([C:39]2[C:47]3[C:42](=[CH:43][CH:44]=[C:45]([C:48]#[N:49])[CH:46]=3)[NH:41][N:40]=2)=[CH:36][CH:37]=1, predict the reactants needed to synthesize it. The reactants are: [C:1]1(P(C2C=CC=CC=2)C2C=CC=CC=2)C=CC=CC=1.CCOC(/N=[N:26]/[C:27](OCC)=O)=O.O[C:33]1[CH:34]=[C:35]([C:39]2[C:47]3[C:42](=[CH:43][CH:44]=[C:45]([C:48]#[N:49])[CH:46]=3)[N:41](C3CCCCO3)[N:40]=2)[CH:36]=[CH:37][CH:38]=1.Cl.[O:57]1CC[CH2:59][CH2:58]1.